From a dataset of Catalyst prediction with 721,799 reactions and 888 catalyst types from USPTO. Predict which catalyst facilitates the given reaction. (1) The catalyst class is: 160. Reactant: Br[C:2]1[CH:3]=[C:4]([CH2:8][OH:9])[CH:5]=[N:6][CH:7]=1.[O:10]1[CH:14]=[CH:13][CH:12]=[C:11]1B(O)O.[Cl-].[Li+].C(=O)([O-])[O-].[Cs+].[Cs+].C1(P(C2CCCCC2)C2C=CC=CC=2C2C(OC)=CC=CC=2OC)CCCCC1. Product: [O:10]1[CH:14]=[CH:13][CH:12]=[C:11]1[C:2]1[CH:3]=[C:4]([CH2:8][OH:9])[CH:5]=[N:6][CH:7]=1. (2) Reactant: [N+:1]([C:4]1[CH:5]=[C:6]([CH:16]=[CH:17][CH:18]=1)[C:7]([NH:9][C:10]1[CH:15]=[CH:14][N:13]=[CH:12][N:11]=1)=[O:8])([O-])=O. Product: [NH2:1][C:4]1[CH:5]=[C:6]([CH:16]=[CH:17][CH:18]=1)[C:7]([NH:9][C:10]1[CH:15]=[CH:14][N:13]=[CH:12][N:11]=1)=[O:8]. The catalyst class is: 50. (3) Reactant: FC(F)(F)C(O)=O.[NH2:8][C:9]1[C:14]2[C:15](=[O:48])[N:16]([C:20]3[CH:25]=[CH:24][C:23]([C:26]4[CH:31]=[CH:30][C:29]([CH2:32][N:33]([CH3:46])[C:34](=[O:45])[CH2:35][CH2:36][NH:37]C(=O)OC(C)(C)C)=[CH:28][C:27]=4[Cl:47])=[CH:22][CH:21]=3)[CH2:17][CH2:18][O:19][C:13]=2[N:12]=[CH:11][N:10]=1. Product: [NH2:37][CH2:36][CH2:35][C:34]([N:33]([CH2:32][C:29]1[CH:30]=[CH:31][C:26]([C:23]2[CH:22]=[CH:21][C:20]([N:16]3[C:15](=[O:48])[C:14]4[C:9]([NH2:8])=[N:10][CH:11]=[N:12][C:13]=4[O:19][CH2:18][CH2:17]3)=[CH:25][CH:24]=2)=[C:27]([Cl:47])[CH:28]=1)[CH3:46])=[O:45]. The catalyst class is: 2. (4) Reactant: [Cl:1][C:2]1[CH:34]=[CH:33][C:5]([C:6]([C@@:8]2([OH:32])[C@@H:12]([CH2:13][O:14][C:15](=[O:23])[C:16]3[CH:21]=[CH:20]C(Cl)=[CH:18][CH:17]=3)[O:11][C@@H:10]([N:24]3[CH:31]=[CH:30][C:28](=O)[NH:27][C:25]3=[O:26])[CH2:9]2)=[O:7])=[CH:4][CH:3]=1.[CH:35]([Cl:38])(Cl)Cl.[N:39]12CCN(CC1)CC2.C1(C)C=CC(S(Cl)(=O)=O)=CC=1. Product: [Cl:1][C:2]1[CH:3]=[CH:4][C:5]([C:6]([C@@:8]2([OH:32])[C@@H:12]([CH2:13][O:14][C:15](=[O:23])[C:16]3[CH:21]=[CH:20][C:35]([Cl:38])=[CH:18][CH:17]=3)[O:11][C@@H:10]([N:24]3[CH:31]=[CH:30][C:28]([NH2:39])=[N:27][C:25]3=[O:26])[CH2:9]2)=[O:7])=[CH:33][CH:34]=1. The catalyst class is: 66. (5) Reactant: [CH3:1][C:2]1[CH:3]=[C:4]([CH:8]([C:20]2[CH:25]=[CH:24][CH:23]=[C:22]([CH3:26])[CH:21]=2)[N:9]2[CH:14]=[CH:13][CH:12]=[C:11]([C:15]([O:17]C)=[O:16])[C:10]2=[O:19])[CH:5]=[CH:6][CH:7]=1. Product: [CH3:1][C:2]1[CH:3]=[C:4]([CH:8]([C:20]2[CH:25]=[CH:24][CH:23]=[C:22]([CH3:26])[CH:21]=2)[N:9]2[CH:14]=[CH:13][CH:12]=[C:11]([C:15]([OH:17])=[O:16])[C:10]2=[O:19])[CH:5]=[CH:6][CH:7]=1. The catalyst class is: 562.